Dataset: Full USPTO retrosynthesis dataset with 1.9M reactions from patents (1976-2016). Task: Predict the reactants needed to synthesize the given product. (1) Given the product [CH2:25]([O:27][N:28]=[C:2]1[CH2:3][CH2:4][CH:5]([N:8]2[CH2:13][CH2:12][C:11]3([O:18][C:17](=[O:19])[NH:16][C:15]4[CH:20]=[CH:21][CH:22]=[CH:23][C:14]3=4)[CH2:10][CH2:9]2)[CH2:6][CH2:7]1)[CH3:26], predict the reactants needed to synthesize it. The reactants are: O=[C:2]1[CH2:7][CH2:6][CH:5]([N:8]2[CH2:13][CH2:12][C:11]3([O:18][C:17](=[O:19])[NH:16][C:15]4[CH:20]=[CH:21][CH:22]=[CH:23][C:14]3=4)[CH2:10][CH2:9]2)[CH2:4][CH2:3]1.Cl.[CH2:25]([O:27][NH2:28])[CH3:26]. (2) Given the product [NH:14]1[CH2:15][CH2:16][CH2:17][C@H:13]1[CH2:12][NH:11][C:9](=[O:10])[O:8][CH2:7][C:1]1[CH:6]=[CH:5][CH:4]=[CH:3][CH:2]=1, predict the reactants needed to synthesize it. The reactants are: [C:1]1([CH2:7][O:8][C:9]([NH:11][CH2:12][C@@H:13]2[CH2:17][CH2:16][CH2:15][N:14]2C(OC(C)(C)C)=O)=[O:10])[CH:6]=[CH:5][CH:4]=[CH:3][CH:2]=1.C(O)(C(F)(F)F)=O. (3) Given the product [CH2:17]([C:16]1[N:12]2[N:13]=[C:8]([C:3]3[CH:4]=[CH:5][CH:6]=[CH:7][C:2]=3[Cl:1])[C:9]([C:25]3[CH:30]=[CH:29][C:28]([Cl:31])=[CH:27][CH:26]=3)=[CH:10][C:11]2=[N:14][N:15]=1)[C:18]1[CH:23]=[CH:22][CH:21]=[CH:20][CH:19]=1, predict the reactants needed to synthesize it. The reactants are: [Cl:1][C:2]1[CH:7]=[CH:6][CH:5]=[CH:4][C:3]=1[C:8]1[N:13]=[N:12][C:11]([NH:14][NH:15][C:16](=O)[CH2:17][C:18]2[CH:23]=[CH:22][CH:21]=[CH:20][CH:19]=2)=[CH:10][C:9]=1[C:25]1[CH:30]=[CH:29][C:28]([Cl:31])=[CH:27][CH:26]=1.[Cl-].[Cl-].C1(P(C2C=CC=CC=2)C2C=CC=CC=2)C=CC=CC=1.ClC1C=CC=CC=1C1C(C2C=CC(Cl)=CC=2)=CC2N(C(CC3CCCCC3)=NN=2)N=1. (4) Given the product [CH3:31][C:21]1[CH:26]=[CH:25][C:24]([S:27]([O:1][C@H:2]2[CH2:3][C@H:4]([C:17]([O:19][CH3:20])=[O:18])[N:5]([C:7]([O:9][CH2:10][C:11]3[CH:12]=[CH:13][CH:14]=[CH:15][CH:16]=3)=[O:8])[CH2:6]2)(=[O:29])=[O:28])=[CH:23][CH:22]=1, predict the reactants needed to synthesize it. The reactants are: [OH:1][C@@H:2]1[CH2:6][N:5]([C:7]([O:9][CH2:10][C:11]2[CH:16]=[CH:15][CH:14]=[CH:13][CH:12]=2)=[O:8])[C@@H:4]([C:17]([O:19][CH3:20])=[O:18])[CH2:3]1.[C:21]1([CH3:31])[CH:26]=[CH:25][C:24]([S:27](Cl)(=[O:29])=[O:28])=[CH:23][CH:22]=1. (5) Given the product [CH3:25][N:24]1[C:20]([N:10]2[CH2:11][CH2:12][N:7]([C:1]3[CH:6]=[CH:5][CH:4]=[CH:3][CH:2]=3)[CH2:8][CH2:9]2)=[C:21]([CH:26]=[O:27])[CH:22]=[N:23]1, predict the reactants needed to synthesize it. The reactants are: [C:1]1([N:7]2[CH2:12][CH2:11][NH:10][CH2:9][CH2:8]2)[CH:6]=[CH:5][CH:4]=[CH:3][CH:2]=1.ClC1C=CC(CO[C:20]2[N:24]([CH3:25])[N:23]=[CH:22][C:21]=2[CH:26]=[O:27])=CC=1.C(N(CC)CC)C. (6) Given the product [CH:13]12[O:24][CH:14]1[CH2:15][N:11]([C:9]([O:8][CH2:1][C:2]1[CH:3]=[CH:4][CH:5]=[CH:6][CH:7]=1)=[O:10])[CH2:12]2, predict the reactants needed to synthesize it. The reactants are: [CH2:1]([O:8][C:9]([N:11]1[CH2:15][CH:14]=[CH:13][CH2:12]1)=[O:10])[C:2]1[CH:7]=[CH:6][CH:5]=[CH:4][CH:3]=1.ClC1C=CC=C(C(OO)=[O:24])C=1.S([O-])([O-])(=O)=S.[Na+].[Na+].